From a dataset of Forward reaction prediction with 1.9M reactions from USPTO patents (1976-2016). Predict the product of the given reaction. (1) Given the reactants [CH3:1][C:2]1([CH3:17])[CH2:7][CH:6](/[CH:8]=[CH:9]/[C:10]([O:12]C(C)(C)C)=[O:11])[CH2:5][CH2:4][O:3]1.C(O)(C(F)(F)F)=O, predict the reaction product. The product is: [CH3:1][C:2]1([CH3:17])[CH2:7][CH:6](/[CH:8]=[CH:9]/[C:10]([OH:12])=[O:11])[CH2:5][CH2:4][O:3]1. (2) The product is: [F:25][C:20]1[CH:19]=[C:18]([CH:23]=[CH:22][C:21]=1[F:24])[CH2:17][N:14]1[CH2:15][CH2:16][C:8]2([N:7]([C:26]3[CH:31]=[CH:30][C:29]([O:32][CH3:33])=[CH:28][CH:27]=3)[C:6](=[O:34])[C:5]3[C:10](=[CH:11][C:2]([B:38]4[O:39][C:40]([CH3:42])([CH3:41])[C:36]([CH3:52])([CH3:35])[O:37]4)=[CH:3][CH:4]=3)[NH:9]2)[CH2:12][CH2:13]1. Given the reactants Br[C:2]1[CH:11]=[C:10]2[C:5]([C:6](=[O:34])[N:7]([C:26]3[CH:31]=[CH:30][C:29]([O:32][CH3:33])=[CH:28][CH:27]=3)[C:8]3([CH2:16][CH2:15][N:14]([CH2:17][C:18]4[CH:23]=[CH:22][C:21]([F:24])=[C:20]([F:25])[CH:19]=4)[CH2:13][CH2:12]3)[NH:9]2)=[CH:4][CH:3]=1.[CH3:35][C:36]1([CH3:52])[C:40]([CH3:42])([CH3:41])[O:39][B:38]([B:38]2[O:39][C:40]([CH3:42])([CH3:41])[C:36]([CH3:52])([CH3:35])[O:37]2)[O:37]1.C([O-])(=O)C.[K+].C(Cl)Cl, predict the reaction product.